From a dataset of Full USPTO retrosynthesis dataset with 1.9M reactions from patents (1976-2016). Predict the reactants needed to synthesize the given product. (1) Given the product [F:30][C:28]1[CH:27]=[N:26][CH:25]=[C:24]([N:14]2[CH:15]=[CH:16][C:12]([CH3:11])=[N:13]2)[CH:29]=1, predict the reactants needed to synthesize it. The reactants are: OC1C=CC=CC=1/C=N/O.[CH3:11][C:12]1[CH:16]=[CH:15][NH:14][N:13]=1.C(=O)([O-])[O-].[Cs+].[Cs+].Br[C:24]1[CH:25]=[N:26][CH:27]=[C:28]([F:30])[CH:29]=1. (2) Given the product [NH2:21][C:17]1[CH:16]=[C:15]([C:11]2([CH3:24])[CH:12]3[CH:10]2[C:9](=[O:25])[N:8]([CH2:1][C:2]2[CH:3]=[CH:4][CH:5]=[CH:6][CH:7]=2)[C:13]3=[O:14])[CH:20]=[CH:19][CH:18]=1, predict the reactants needed to synthesize it. The reactants are: [CH2:1]([N:8]1[C:13](=[O:14])[CH:12]2[CH:10]([C:11]2([CH3:24])[C:15]2[CH:20]=[CH:19][CH:18]=[C:17]([N+:21]([O-])=O)[CH:16]=2)[C:9]1=[O:25])[C:2]1[CH:7]=[CH:6][CH:5]=[CH:4][CH:3]=1.